From a dataset of Peptide-MHC class I binding affinity with 185,985 pairs from IEDB/IMGT. Regression. Given a peptide amino acid sequence and an MHC pseudo amino acid sequence, predict their binding affinity value. This is MHC class I binding data. (1) The peptide sequence is DHQAAFQYI. The MHC is HLA-A02:03 with pseudo-sequence HLA-A02:03. The binding affinity (normalized) is 0.123. (2) The peptide sequence is DIKYDNKLL. The MHC is HLA-A02:02 with pseudo-sequence HLA-A02:02. The binding affinity (normalized) is 0.329.